Dataset: Forward reaction prediction with 1.9M reactions from USPTO patents (1976-2016). Task: Predict the product of the given reaction. (1) Given the reactants [N:1]([C@H:4]1[CH2:9][CH2:8][C@H:7]([C:10]2[CH:11]=[C:12]([CH:18]=[CH:19][CH:20]=2)[C:13]([O:15][CH2:16][CH3:17])=[O:14])[CH2:6][CH2:5]1)=[N+]=[N-].C(O)(=O)C, predict the reaction product. The product is: [NH2:1][C@H:4]1[CH2:9][CH2:8][C@H:7]([C:10]2[CH:11]=[C:12]([CH:18]=[CH:19][CH:20]=2)[C:13]([O:15][CH2:16][CH3:17])=[O:14])[CH2:6][CH2:5]1. (2) Given the reactants C([O:3][C:4](=[O:32])[CH:5]([O:29][CH2:30][CH3:31])[CH2:6][C:7]1[CH:12]=[CH:11][C:10]([O:13][CH2:14][C:15]2[S:19][C:18]([C:20]3[CH:25]=[CH:24][CH:23]=[CH:22][C:21]=3[Cl:26])=[N:17][C:16]=2[CH3:27])=[CH:9][C:8]=1[CH3:28])C.[Li+].[OH-], predict the reaction product. The product is: [Cl:26][C:21]1[CH:22]=[CH:23][CH:24]=[CH:25][C:20]=1[C:18]1[S:19][C:15]([CH2:14][O:13][C:10]2[CH:11]=[CH:12][C:7]([CH2:6][CH:5]([O:29][CH2:30][CH3:31])[C:4]([OH:32])=[O:3])=[C:8]([CH3:28])[CH:9]=2)=[C:16]([CH3:27])[N:17]=1. (3) Given the reactants C(OC(=O)[NH:7][C@H:8]([C:10](=[O:26])[NH:11][C:12]1[CH:17]=[CH:16][C:15]([F:18])=[CH:14][C:13]=1[NH:19][C:20]1[CH:25]=[N:24][CH:23]=[CH:22][N:21]=1)[CH3:9])(C)(C)C.[ClH:28], predict the reaction product. The product is: [ClH:28].[NH2:7][C@@H:8]([CH3:9])[C:10]([NH:11][C:12]1[CH:17]=[CH:16][C:15]([F:18])=[CH:14][C:13]=1[NH:19][C:20]1[CH:25]=[N:24][CH:23]=[CH:22][N:21]=1)=[O:26]. (4) Given the reactants [CH:1]1([N:4]([CH2:30][C:31]2[CH:36]=[C:35]([CH2:37][CH2:38][CH2:39][O:40][CH3:41])[CH:34]=[C:33]([O:42][CH2:43][CH2:44][O:45][CH3:46])[CH:32]=2)[C:5]([C@@H:7]2[C@@:12]([O:21][CH3:22])([C:13]3[CH:18]=[CH:17][N:16]([CH3:19])[C:15](=[O:20])[CH:14]=3)[CH2:11][CH2:10][N:9](C(OC(C)(C)C)=O)[CH2:8]2)=[O:6])[CH2:3][CH2:2]1.Cl, predict the reaction product. The product is: [CH:1]1([N:4]([CH2:30][C:31]2[CH:36]=[C:35]([CH2:37][CH2:38][CH2:39][O:40][CH3:41])[CH:34]=[C:33]([O:42][CH2:43][CH2:44][O:45][CH3:46])[CH:32]=2)[C:5]([CH:7]2[C:12]([O:21][CH3:22])([C:13]3[CH:18]=[CH:17][N:16]([CH3:19])[C:15](=[O:20])[CH:14]=3)[CH2:11][CH2:10][NH:9][CH2:8]2)=[O:6])[CH2:3][CH2:2]1.